Dataset: Full USPTO retrosynthesis dataset with 1.9M reactions from patents (1976-2016). Task: Predict the reactants needed to synthesize the given product. (1) Given the product [CH:28]([N:24]1[C:23]([C:17]2[S:18][C:19]3[CH2:20][CH2:21][O:22][C:13]4[CH:12]=[C:11]([C:9]5[CH:8]=[N:7][N:6]([CH2:5][CH2:4][OH:3])[CH:10]=5)[CH:32]=[CH:31][C:14]=4[C:15]=3[N:16]=2)=[N:27][CH:26]=[N:25]1)([CH3:30])[CH3:29], predict the reactants needed to synthesize it. The reactants are: C([O:3][C:4](=O)[CH2:5][N:6]1[CH:10]=[C:9]([C:11]2[CH:32]=[CH:31][C:14]3[C:15]4[N:16]=[C:17]([C:23]5[N:24]([CH:28]([CH3:30])[CH3:29])[N:25]=[CH:26][N:27]=5)[S:18][C:19]=4[CH2:20][CH2:21][O:22][C:13]=3[CH:12]=2)[CH:8]=[N:7]1)C.[H-].[H-].[H-].[H-].[Li+].[Al+3]. (2) Given the product [Cl:1][C:2]1[C:3]([C:4]([C:18]2[CH:19]=[CH:20][CH:21]=[CH:22][C:17]=2[O:16][CH3:15])=[O:5])=[CH:10][CH:11]=[C:12]([Cl:14])[N:13]=1, predict the reactants needed to synthesize it. The reactants are: [Cl:1][C:2]1[N:13]=[C:12]([Cl:14])[CH:11]=[CH:10][C:3]=1[C:4](N(OC)C)=[O:5].[CH3:15][O:16][C:17]1[CH:22]=[CH:21][CH:20]=[CH:19][C:18]=1[Li]. (3) Given the product [C:35]([NH:34][S:31]([C:26]1[CH:27]=[CH:28][CH:29]=[CH:30][C:25]=1[C:22]1[CH:23]=[CH:24][C:19]([CH2:18][N:3]2[C:4]3[C:9](=[CH:8][C:7]([C:12]([O:14][CH2:15][CH3:16])=[O:13])=[CH:6][CH:5]=3)[C:10]([CH3:11])=[C:2]2[CH3:1])=[CH:20][CH:21]=1)(=[O:33])=[O:32])([CH3:38])([CH3:37])[CH3:36], predict the reactants needed to synthesize it. The reactants are: [CH3:1][C:2]1[NH:3][C:4]2[C:9]([C:10]=1[CH3:11])=[CH:8][C:7]([C:12]([O:14][CH2:15][CH3:16])=[O:13])=[CH:6][CH:5]=2.Br[CH2:18][C:19]1[CH:24]=[CH:23][C:22]([C:25]2[C:26]([S:31]([NH:34][C:35]([CH3:38])([CH3:37])[CH3:36])(=[O:33])=[O:32])=[CH:27][CH:28]=[CH:29][CH:30]=2)=[CH:21][CH:20]=1. (4) Given the product [ClH:42].[C:1]([C:5]1[CH:9]=[C:8]([NH:10][C:11]([NH:13][CH2:14][C:15]2[CH:20]=[C:19]([F:21])[CH:18]=[CH:17][C:16]=2[O:22][C:23]2[CH:24]=[C:25]3[C:29](=[CH:30][CH:31]=2)[N:28]([CH2:32][CH2:33][OH:34])[N:27]=[CH:26]3)=[O:12])[N:7]([C:35]2[CH:40]=[CH:39][C:38]([CH3:41])=[CH:37][CH:36]=2)[N:6]=1)([CH3:4])([CH3:3])[CH3:2], predict the reactants needed to synthesize it. The reactants are: [C:1]([C:5]1[CH:9]=[C:8]([NH:10][C:11]([NH:13][CH2:14][C:15]2[CH:20]=[C:19]([F:21])[CH:18]=[CH:17][C:16]=2[O:22][C:23]2[CH:24]=[C:25]3[C:29](=[CH:30][CH:31]=2)[N:28]([CH2:32][CH2:33][OH:34])[N:27]=[CH:26]3)=[O:12])[N:7]([C:35]2[CH:40]=[CH:39][C:38]([CH3:41])=[CH:37][CH:36]=2)[N:6]=1)([CH3:4])([CH3:3])[CH3:2].[ClH:42].O1CCOCC1. (5) Given the product [N:1]1([C:7]2[C:8]3[CH:25]=[CH:24][N:23]([CH2:26][C:27]([F:29])([F:30])[F:28])[C:9]=3[N:10]=[C:11]([C:13]3[CH:22]=[CH:21][C:16]4[NH:17][C:18]([NH:20][C:38](=[O:45])[C:39]5[CH:44]=[CH:43][N:42]=[CH:41][CH:40]=5)=[N:19][C:15]=4[CH:14]=3)[N:12]=2)[CH2:6][CH2:5][O:4][CH2:3][CH2:2]1, predict the reactants needed to synthesize it. The reactants are: [N:1]1([C:7]2[C:8]3[CH:25]=[CH:24][N:23]([CH2:26][C:27]([F:30])([F:29])[F:28])[C:9]=3[N:10]=[C:11]([C:13]3[CH:22]=[CH:21][C:16]4[NH:17][C:18]([NH2:20])=[N:19][C:15]=4[CH:14]=3)[N:12]=2)[CH2:6][CH2:5][O:4][CH2:3][CH2:2]1.CCN(CC)CC.[C:38](O)(=[O:45])[C:39]1[CH:44]=[CH:43][N:42]=[CH:41][CH:40]=1. (6) Given the product [Cl:37][C:30]1[C:29]([CH2:28][N:1]2[C:9]3[C:4](=[CH:5][CH:6]=[CH:7][CH:8]=3)[C:3]([C:10]3[N:15]=[C:14]([NH:16][C:17]4[CH:22]=[CH:21][N:20]=[CH:19][CH:18]=4)[C:13]([O:23][CH3:24])=[CH:12][N:11]=3)=[N:2]2)=[C:34]([F:35])[C:33]([CH3:36])=[CH:32][CH:31]=1, predict the reactants needed to synthesize it. The reactants are: [NH:1]1[C:9]2[C:4](=[CH:5][CH:6]=[CH:7][CH:8]=2)[C:3]([C:10]2[N:15]=[C:14]([NH:16][C:17]3[CH:22]=[CH:21][N:20]=[CH:19][CH:18]=3)[C:13]([O:23][CH3:24])=[CH:12][N:11]=2)=[N:2]1.[H-].[Na+].Br[CH2:28][C:29]1[C:34]([F:35])=[C:33]([CH3:36])[CH:32]=[CH:31][C:30]=1[Cl:37].